This data is from Reaction yield outcomes from USPTO patents with 853,638 reactions. The task is: Predict the reaction yield, written as a fraction of the theoretical maximum amount of product (1.0 means a 100% yield; for example, 0.34 means a 34% yield). (1) The reactants are [NH2:1][C:2]1[C:3]2[CH:10]=[CH:9][N:8]([C@@H:11]3[O:15][C@H:14]([CH2:16][N:17]([CH:35]([CH3:37])[CH3:36])[CH2:18][CH2:19][CH2:20][NH:21][C:22]([NH:24][C:25]4[CH:30]=[CH:29][C:28]([C:31]([CH3:34])([CH3:33])[CH3:32])=[CH:27][CH:26]=4)=[O:23])[C@@H:13]([OH:38])[C@H:12]3[OH:39])[C:4]=2[N:5]=[CH:6][N:7]=1.[ClH:40].O. The catalyst is CO. The product is [ClH:40].[NH2:1][C:2]1[C:3]2[CH:10]=[CH:9][N:8]([C@@H:11]3[O:15][C@H:14]([CH2:16][N:17]([CH:35]([CH3:36])[CH3:37])[CH2:18][CH2:19][CH2:20][NH:21][C:22]([NH:24][C:25]4[CH:26]=[CH:27][C:28]([C:31]([CH3:33])([CH3:32])[CH3:34])=[CH:29][CH:30]=4)=[O:23])[C@@H:13]([OH:38])[C@H:12]3[OH:39])[C:4]=2[N:5]=[CH:6][N:7]=1. The yield is 0.970. (2) The reactants are [Cl:1][C:2]1[C:48]([F:49])=[CH:47][CH:46]=[CH:45][C:3]=1[CH2:4][NH:5][C:6](=[O:44])[N:7]([C@H:9]([CH2:27][O:28][C:29](=[O:43])[NH:30][C:31]1[O:35][N:34]=[C:33]([C:36]2[CH:41]=[CH:40][CH:39]=[C:38]([F:42])[CH:37]=2)[CH:32]=1)[CH2:10][CH2:11][C:12]([N:14]1[CH2:19][CH2:18][N:17](C(OC(C)(C)C)=O)[CH2:16][CH2:15]1)=[O:13])[CH3:8].Cl.O1CCOCC1. The catalyst is CO. The product is [F:42][C:38]1[CH:37]=[C:36]([C:33]2[CH:32]=[C:31]([NH:30][C:29](=[O:43])[O:28][CH2:27][C@@H:9]([N:7]([CH3:8])[C:6]([NH:5][CH2:4][C:3]3[CH:45]=[CH:46][CH:47]=[C:48]([F:49])[C:2]=3[Cl:1])=[O:44])[CH2:10][CH2:11][C:12](=[O:13])[N:14]3[CH2:19][CH2:18][NH:17][CH2:16][CH2:15]3)[O:35][N:34]=2)[CH:41]=[CH:40][CH:39]=1. The yield is 0.920. (3) The reactants are [C:1]([N:5]1[CH2:10][CH2:9][N:8]([C:11](OC(C)(C)C)=[O:12])[C@@H:7]([C:18]([N:20]2[CH2:25][CH2:24][NH:23][CH2:22][CH2:21]2)=[O:19])[CH2:6]1)([CH3:4])([CH3:3])[CH3:2].[Cl:26][C:27]1[CH:28]=[C:29]([NH:38][C:39](=O)[O:40]C2C=CC=CC=2)[CH:30]=[CH:31][C:32]=1[O:33][C:34]([F:37])([F:36])[F:35]. The catalyst is C(Cl)Cl. The product is [NH3:5].[CH3:11][OH:12].[C:1]([N:5]1[CH2:10][CH2:9][NH:8][C@@H:7]([C:18]([N:20]2[CH2:25][CH2:24][N:23]([C:39]([NH:38][C:29]3[CH:30]=[CH:31][C:32]([O:33][C:34]([F:35])([F:37])[F:36])=[C:27]([Cl:26])[CH:28]=3)=[O:40])[CH2:22][CH2:21]2)=[O:19])[CH2:6]1)([CH3:3])([CH3:4])[CH3:2]. The yield is 0.100. (4) The reactants are [Cl:1][C:2]1[CH:3]=[C:4]([NH:9][C:10]2[C:19]3[C:14](=[C:15]([OH:23])[CH:16]=[C:17]([N+:20]([O-:22])=[O:21])[CH:18]=3)[N:13]=[CH:12][C:11]=2[C:24]#[N:25])[CH:5]=[CH:6][C:7]=1[F:8].C(=O)([O-])[O-].[K+].[K+].[CH2:32](Br)[CH:33]=[CH2:34]. The catalyst is CN(C=O)C. The product is [CH2:34]([O:23][C:15]1[CH:16]=[C:17]([N+:20]([O-:22])=[O:21])[CH:18]=[C:19]2[C:14]=1[N:13]=[CH:12][C:11]([C:24]#[N:25])=[C:10]2[NH:9][C:4]1[CH:5]=[CH:6][C:7]([F:8])=[C:2]([Cl:1])[CH:3]=1)[CH:33]=[CH2:32]. The yield is 0.750. (5) The reactants are [CH3:1][O:2][CH:3]1[CH2:7][CH2:6][NH:5][CH2:4]1.C1C=CC(P(C2C(C3C(P(C4C=CC=CC=4)C4C=CC=CC=4)=CC=C4C=3C=CC=C4)=C3C(C=CC=C3)=CC=2)C2C=CC=CC=2)=CC=1.C(=O)([O-])[O-].[Cs+].[Cs+].[Br:60][C:61]1[CH:66]=[CH:65][CH:64]=[C:63](Br)[CH:62]=1. The catalyst is C1(C)C=CC=CC=1.C([O-])(=O)C.[Pd+2].C([O-])(=O)C. The product is [Br:60][C:61]1[CH:62]=[C:63]([N:5]2[CH2:6][CH2:7][CH:3]([O:2][CH3:1])[CH2:4]2)[CH:64]=[CH:65][CH:66]=1. The yield is 0.640.